From a dataset of Forward reaction prediction with 1.9M reactions from USPTO patents (1976-2016). Predict the product of the given reaction. (1) Given the reactants [NH2:1][C:2]12[CH2:9][CH2:8][C:5]([C:10]([O:12][CH:13]3[CH2:18][CH2:17][CH2:16][CH2:15][O:14]3)=[O:11])([CH2:6][CH2:7]1)[CH2:4][CH2:3]2.Br[CH2:20][C:21]([N:23]1[CH2:27][C@@H:26]([F:28])[CH2:25][C@H:24]1[C:29]#[N:30])=[O:22], predict the reaction product. The product is: [O:14]1[CH2:15][CH2:16][CH2:17][CH2:18][CH:13]1[O:12][C:10]([C:5]12[CH2:6][CH2:7][C:2]([NH:1][CH2:20][C:21]([N:23]3[CH2:27][C@@H:26]([F:28])[CH2:25][C@H:24]3[C:29]#[N:30])=[O:22])([CH2:9][CH2:8]1)[CH2:3][CH2:4]2)=[O:11]. (2) Given the reactants C(O)(C(F)(F)F)=O.[F:8][C:9]1[N:10]=[CH:11][C:12]2[C:17]([CH:18]=1)=[CH:16][C:15]([C:19]1[S:23][C:22]([CH2:24][CH2:25][C@@H:26]([NH:38]C(=O)OC(C)(C)C)[CH2:27][C:28]3[CH:33]=[CH:32][C:31]([C:34]([F:37])([F:36])[F:35])=[CH:30][CH:29]=3)=[N:21][CH:20]=1)=[CH:14][CH:13]=2, predict the reaction product. The product is: [F:8][C:9]1[N:10]=[CH:11][C:12]2[C:17]([CH:18]=1)=[CH:16][C:15]([C:19]1[S:23][C:22]([CH2:24][CH2:25][C@@H:26]([NH2:38])[CH2:27][C:28]3[CH:33]=[CH:32][C:31]([C:34]([F:36])([F:37])[F:35])=[CH:30][CH:29]=3)=[N:21][CH:20]=1)=[CH:14][CH:13]=2. (3) Given the reactants [F:1][C:2]1[CH:7]=[CH:6][C:5]([N:8]2[C:13]([CH3:14])=[CH:12][CH:11]=[C:10]([C:15]#[N:16])[C:9]2=[O:17])=[CH:4][CH:3]=1.O1CCCC1.[Br:23]N1C(=O)CCC1=O.C(=O)([O-])O.[Na+], predict the reaction product. The product is: [Br:23][C:12]1[CH:11]=[C:10]([C:15]#[N:16])[C:9](=[O:17])[N:8]([C:5]2[CH:6]=[CH:7][C:2]([F:1])=[CH:3][CH:4]=2)[C:13]=1[CH3:14]. (4) Given the reactants [NH2:1][C:2]1[N:7]=[CH:6][N:5]=[C:4]2[N:8]([CH:12]([C:14]3[CH:21]=[C:20]([Cl:22])[C:17]([C:18]#[N:19])=[C:16]([CH:23]4[CH2:26][NH:25][CH2:24]4)[C:15]=3[O:27][CH3:28])[CH3:13])[N:9]=[C:10]([CH3:11])[C:3]=12.[C:29]([BH3-])#N.[Na+].C=O.C(O)(=O)C, predict the reaction product. The product is: [NH2:1][C:2]1[N:7]=[CH:6][N:5]=[C:4]2[N:8]([CH:12]([C:14]3[CH:21]=[C:20]([Cl:22])[C:17]([C:18]#[N:19])=[C:16]([CH:23]4[CH2:24][N:25]([CH3:29])[CH2:26]4)[C:15]=3[O:27][CH3:28])[CH3:13])[N:9]=[C:10]([CH3:11])[C:3]=12. (5) Given the reactants [S:1](=[O:4])(=O)=[O:2].N1C(C)=CC=CC=1C.[CH2:13]([NH:16][CH2:17][CH2:18][C:19]#[N:20])[CH:14]=[CH2:15].P(Cl)(Cl)([Cl:23])=O, predict the reaction product. The product is: [CH2:13]([N:16]([CH2:17][CH2:18][C:19]#[N:20])[S:1]([Cl:23])(=[O:4])=[O:2])[CH:14]=[CH2:15]. (6) Given the reactants [Cl:1][C:2]1[CH:3]=[CH:4][C:5]([NH:8][C:9](=[O:36])[C:10]2[CH:15]=[CH:14][C:13]([C:16]([O:18]C)=[O:17])=[CH:12][C:11]=2[NH:20][C:21](=[O:35])[C:22]2[CH:27]=[CH:26][C:25]([S:28][CH3:29])=[CH:24][C:23]=2[O:30][CH2:31][CH2:32][CH2:33][NH2:34])=[N:6][CH:7]=1.CO.[Li+].[OH-].Cl, predict the reaction product. The product is: [ClH:1].[Cl:1][C:2]1[CH:3]=[CH:4][C:5]([NH:8][C:9](=[O:36])[C:10]2[CH:15]=[CH:14][C:13]([C:16]([OH:18])=[O:17])=[CH:12][C:11]=2[NH:20][C:21](=[O:35])[C:22]2[CH:27]=[CH:26][C:25]([S:28][CH3:29])=[CH:24][C:23]=2[O:30][CH2:31][CH2:32][CH2:33][NH2:34])=[N:6][CH:7]=1. (7) Given the reactants [C:1]([C:3]1[CH:4]=[C:5]([NH:9][C:10](=[O:34])[NH:11][C:12]2[CH:17]=[CH:16][C:15]([S:18]([N:21]3[CH2:29][C:28]4[C:23](=[CH:24][CH:25]=[C:26]([S:30]([NH2:33])(=[O:32])=[O:31])[CH:27]=4)[CH2:22]3)(=[O:20])=[O:19])=[CH:14][CH:13]=2)[CH:6]=[CH:7][CH:8]=1)#[N:2].[CH2:35]([N:39]1[CH2:44][CH2:43][NH:42][CH2:41][CH2:40]1)[CH2:36][CH2:37][CH3:38], predict the reaction product. The product is: [CH2:35]([N:39]1[CH2:44][CH2:43][N:42]([C:1](=[NH:2])[C:3]2[CH:4]=[C:5]([NH:9][C:10](=[O:34])[NH:11][C:12]3[CH:17]=[CH:16][C:15]([S:18]([N:21]4[CH2:29][C:28]5[C:23](=[CH:24][CH:25]=[C:26]([S:30]([NH2:33])(=[O:32])=[O:31])[CH:27]=5)[CH2:22]4)(=[O:20])=[O:19])=[CH:14][CH:13]=3)[CH:6]=[CH:7][CH:8]=2)[CH2:41][CH2:40]1)[CH2:36][CH2:37][CH3:38]. (8) Given the reactants C1(P(C2CCCCC2)C2C=CC=CC=2C2C(C(C)C)=CC(C(C)C)=CC=2C(C)C)CCCCC1.[NH2:35][C:36]1[CH:66]=[C:65]([C:67]([F:70])([F:69])[F:68])[CH:64]=[CH:63][C:37]=1[CH2:38][N:39]1[C:47]2[C:46]([NH:48][C@@H:49]([CH:51]3[CH2:54][CH2:53][CH2:52]3)[CH3:50])=[N:45][C:44](Cl)=[N:43][C:42]=2[CH:41]=[C:40]1[C:56]1[CH:61]=[CH:60][CH:59]=[C:58]([CH3:62])[CH:57]=1.[CH3:71][N:72](C)C(=O)C, predict the reaction product. The product is: [NH2:35][C:36]1[CH:66]=[C:65]([C:67]([F:70])([F:69])[F:68])[CH:64]=[CH:63][C:37]=1[CH2:38][N:39]1[C:47]2[C:46]([NH:48][C@@H:49]([CH:51]3[CH2:54][CH2:53][CH2:52]3)[CH3:50])=[N:45][C:44]([C:71]#[N:72])=[N:43][C:42]=2[CH:41]=[C:40]1[C:56]1[CH:61]=[CH:60][CH:59]=[C:58]([CH3:62])[CH:57]=1. (9) Given the reactants [Cl:1][C:2]1[CH:3]=[N:4][C:5]([F:10])=[C:6]([CH:9]=1)[CH:7]=[O:8].[CH3:11][C:12](O)([C:14]([CH3:17])([OH:16])[CH3:15])[CH3:13].O.C1(C)C=CC(S(O)(=O)=O)=CC=1, predict the reaction product. The product is: [Cl:1][C:2]1[CH:9]=[C:6]([CH:7]2[O:16][C:14]([CH3:17])([CH3:15])[C:12]([CH3:13])([CH3:11])[O:8]2)[C:5]([F:10])=[N:4][CH:3]=1. (10) Given the reactants [NH2:1][C:2]1[CH:3]=[C:4]2[C:8](=[CH:9][CH:10]=1)[N:7]([CH2:11][CH2:12][CH3:13])[C:6](=[O:14])[C:5]12[CH2:16][CH2:15]1.[Cl:17][C:18]1[CH:19]=[C:20]([CH2:25][S:26](Cl)(=[O:28])=[O:27])[CH:21]=[CH:22][C:23]=1[Cl:24].N1C=CC=CC=1.CS(C)=O, predict the reaction product. The product is: [Cl:17][C:18]1[CH:19]=[C:20]([CH2:25][S:26]([NH:1][C:2]2[CH:3]=[C:4]3[C:8](=[CH:9][CH:10]=2)[N:7]([CH2:11][CH2:12][CH3:13])[C:6](=[O:14])[C:5]23[CH2:16][CH2:15]2)(=[O:28])=[O:27])[CH:21]=[CH:22][C:23]=1[Cl:24].